The task is: Predict the product of the given reaction.. This data is from Forward reaction prediction with 1.9M reactions from USPTO patents (1976-2016). Given the reactants [N:1]([C@@H:4]1[C@H:8]2[O:9][CH2:10][C@H:11]([NH:12][C:13]([CH:15]3[CH2:17][CH2:16]3)=[O:14])[C@H:7]2[O:6][CH2:5]1)=[N+]=[N-], predict the reaction product. The product is: [NH2:1][C@@H:4]1[C@H:8]2[O:9][CH2:10][C@H:11]([NH:12][C:13]([CH:15]3[CH2:16][CH2:17]3)=[O:14])[C@H:7]2[O:6][CH2:5]1.